This data is from Full USPTO retrosynthesis dataset with 1.9M reactions from patents (1976-2016). The task is: Predict the reactants needed to synthesize the given product. (1) Given the product [O:38]1[CH2:2][CH2:1][N:3]([C:4](=[O:32])[CH:5]([CH2:22][C:23]2[CH:24]=[CH:25][C:26]([N+:29]([O-:31])=[O:30])=[CH:27][CH:28]=2)[C:6]([NH:8][S:9]([C:12]2[CH:21]=[CH:20][C:19]3[C:14](=[CH:15][CH:16]=[CH:17][CH:18]=3)[CH:13]=2)(=[O:10])=[O:11])=[O:7])[CH2:33][CH2:34]1, predict the reactants needed to synthesize it. The reactants are: [CH2:1]([N:3]([CH2:33][CH3:34])[C:4](=[O:32])[CH:5]([CH2:22][C:23]1[CH:28]=[CH:27][C:26]([N+:29]([O-:31])=[O:30])=[CH:25][CH:24]=1)[C:6]([NH:8][S:9]([C:12]1[CH:21]=[CH:20][C:19]2[C:14](=[CH:15][CH:16]=[CH:17][CH:18]=2)[CH:13]=1)(=[O:11])=[O:10])=[O:7])[CH3:2].N1CC[O:38]CC1. (2) Given the product [Cl:1][C:2]1[N:3]=[C:4]([Cl:12])[C:5]2[N:10]([CH3:11])[N:9]=[C:8]([CH3:13])[C:6]=2[N:7]=1, predict the reactants needed to synthesize it. The reactants are: [Cl:1][C:2]1[N:3]=[C:4]([Cl:12])[C:5]2[N:10]([CH3:11])[N:9]=[CH:8][C:6]=2[N:7]=1.[CH3:13]N1C2C(=O)NC(=O)NC=2C(C)=N1. (3) Given the product [Cl:14][C:12]1[CH:11]=[CH:10][C:6]2[NH:7][C:8](=[O:9])[CH:2]([NH:1][C:31](=[O:32])[C@H:30]([C:34]3[S:35][CH:36]=[CH:37][CH:38]=3)[CH2:29][C:24]3[CH:25]=[CH:26][C:27]([Cl:28])=[C:22]([Cl:21])[CH:23]=3)[N:3]=[C:4]([C:15]3[CH:20]=[CH:19][CH:18]=[CH:17][CH:16]=3)[C:5]=2[CH:13]=1, predict the reactants needed to synthesize it. The reactants are: [NH2:1][CH:2]1[C:8](=[O:9])[NH:7][C:6]2[CH:10]=[CH:11][C:12]([Cl:14])=[CH:13][C:5]=2[C:4]([C:15]2[CH:20]=[CH:19][CH:18]=[CH:17][CH:16]=2)=[N:3]1.[Cl:21][C:22]1[CH:23]=[C:24]([CH2:29][C@@H:30]([C:34]2[S:35][CH:36]=[CH:37][CH:38]=2)[C:31](O)=[O:32])[CH:25]=[CH:26][C:27]=1[Cl:28]. (4) Given the product [F:1][C:2]1[CH:7]=[C:6]([S:8]([CH3:11])(=[O:9])=[O:10])[CH:5]=[CH:4][C:3]=1[C:12]1[O:13][C:14]2[CH:20]=[CH:19][C:18]([C:36]3[CH2:41][CH2:40][N:39]([C:42]([O:44][C:45]([CH3:48])([CH3:47])[CH3:46])=[O:43])[CH2:38][CH:37]=3)=[CH:17][C:15]=2[N:16]=1, predict the reactants needed to synthesize it. The reactants are: [F:1][C:2]1[CH:7]=[C:6]([S:8]([CH3:11])(=[O:10])=[O:9])[CH:5]=[CH:4][C:3]=1[C:12]1[O:13][C:14]2[CH:20]=[CH:19][C:18](B3OC(C)(C)C(C)(C)O3)=[CH:17][C:15]=2[N:16]=1.FC(F)(F)S(O[C:36]1[CH2:41][CH2:40][N:39]([C:42]([O:44][C:45]([CH3:48])([CH3:47])[CH3:46])=[O:43])[CH2:38][CH:37]=1)(=O)=O.C(=O)([O-])[O-].[Na+].[Na+].C(Cl)Cl. (5) Given the product [F:17][C:6]1[CH:5]=[C:4]([C:18]2([OH:20])[CH2:27][CH2:22][CH2:19]2)[CH:3]=[C:2]([F:1])[C:7]=1[B:8]1[O:12][C:11]([CH3:13])([CH3:14])[C:10]([CH3:15])([CH3:16])[O:9]1, predict the reactants needed to synthesize it. The reactants are: [F:1][C:2]1[CH:3]=[C:4]([CH:18]([OH:20])[CH3:19])[CH:5]=[C:6]([F:17])[C:7]=1[B:8]1[O:12][C:11]([CH3:14])([CH3:13])[C:10]([CH3:16])([CH3:15])[O:9]1.F[C:22]1C=C(C2(O)CCC2)C=C(F)[CH:27]=1.